The task is: Predict the reactants needed to synthesize the given product.. This data is from Full USPTO retrosynthesis dataset with 1.9M reactions from patents (1976-2016). (1) Given the product [C:33]([O:32][C:30]([NH:29][CH:18]([CH2:19][C:20]1[CH:25]=[C:24]([F:26])[C:23]([F:27])=[CH:22][C:21]=1[F:28])[CH2:17][C:16]([N:8]1[CH2:9][C:10]2[CH:15]=[CH:14][CH:13]=[CH:12][C:11]=2[N:5]([CH2:4][C:3]([OH:39])=[O:2])[C:6](=[O:38])[CH2:7]1)=[O:37])=[O:31])([CH3:36])([CH3:34])[CH3:35], predict the reactants needed to synthesize it. The reactants are: C[O:2][C:3](=[O:39])[CH2:4][N:5]1[C:11]2[CH:12]=[CH:13][CH:14]=[CH:15][C:10]=2[CH2:9][N:8]([C:16](=[O:37])[CH2:17][CH:18]([NH:29][C:30]([O:32][C:33]([CH3:36])([CH3:35])[CH3:34])=[O:31])[CH2:19][C:20]2[CH:25]=[C:24]([F:26])[C:23]([F:27])=[CH:22][C:21]=2[F:28])[CH2:7][C:6]1=[O:38].[OH-].[Li+].Cl. (2) The reactants are: [CH3:1][O:2][C:3]([C:5]1[C:13]2[O:12][C:11](Cl)=[N:10][C:9]=2[CH:8]=[CH:7][CH:6]=1)=[O:4].[NH2:15][CH:16]1[CH2:21][CH2:20][N:19]([C:22]([O:24][CH2:25][CH3:26])=[O:23])[CH2:18][CH2:17]1. Given the product [CH3:1][O:2][C:3]([C:5]1[C:13]2[O:12][C:11]([NH:15][CH:16]3[CH2:17][CH2:18][N:19]([C:22]([O:24][CH2:25][CH3:26])=[O:23])[CH2:20][CH2:21]3)=[N:10][C:9]=2[CH:8]=[CH:7][CH:6]=1)=[O:4], predict the reactants needed to synthesize it. (3) Given the product [CH3:4][O:5][C:6]1[CH:11]=[CH:10][C:9]([C:12]2[CH:17]=[CH:16][N:15]=[C:14]([C:18]([OH:20])=[O:19])[CH:13]=2)=[CH:8][C:7]=1[CH:22]1[C:35]2[C:34](=[O:36])[CH2:33][C:32]([CH3:37])([CH3:38])[CH2:31][C:30]=2[O:29][C:28]2[CH2:27][C:26]([CH3:40])([CH3:39])[CH2:25][C:24](=[O:41])[C:23]1=2, predict the reactants needed to synthesize it. The reactants are: O.[OH-].[Li+].[CH3:4][O:5][C:6]1[CH:11]=[CH:10][C:9]([C:12]2[CH:17]=[CH:16][N:15]=[C:14]([C:18]([O:20]C)=[O:19])[CH:13]=2)=[CH:8][C:7]=1[CH:22]1[C:35]2[C:34](=[O:36])[CH2:33][C:32]([CH3:38])([CH3:37])[CH2:31][C:30]=2[O:29][C:28]2[CH2:27][C:26]([CH3:40])([CH3:39])[CH2:25][C:24](=[O:41])[C:23]1=2. (4) Given the product [NH2:15][CH:16]([CH2:17][CH2:18][C:19]([NH:14][CH2:13][CH2:12][CH2:11][CH2:10][CH2:9][C:6]1[N:7]=[N:8][C:3]([CH3:2])=[N:4][N:5]=1)=[O:20])[C:22]([OH:24])=[O:23], predict the reactants needed to synthesize it. The reactants are: Cl.[CH3:2][C:3]1[N:8]=[N:7][C:6]([CH2:9][CH2:10][CH2:11][CH2:12][CH2:13][NH2:14])=[N:5][N:4]=1.[NH2:15][C@H:16]([C:22]([OH:24])=[O:23])[CH2:17][CH2:18][C:19](O)=[O:20].C(OC(=O)[C@H](CCC(O)=O)NC(OC(C)(C)C)=O)(C)(C)C. (5) Given the product [Br:17][C:18]1[CH:19]=[C:20]([C@@H:25]([NH:2][C:1](=[O:8])[O:3][C:4]([CH3:7])([CH3:6])[CH3:5])[C@@H:26]([C:27]2[CH:32]=[CH:31][C:30]([F:33])=[CH:29][CH:28]=2)[OH:12])[C:21]([F:24])=[N:22][CH:23]=1, predict the reactants needed to synthesize it. The reactants are: [C:1](=[O:8])([O:3][C:4]([CH3:7])([CH3:6])[CH3:5])[NH2:2].[OH-].[Na+].Cl[O:12]C(C)(C)C.[Br:17][C:18]1[CH:19]=[C:20](/[CH:25]=[CH:26]/[C:27]2[CH:32]=[CH:31][C:30]([F:33])=[CH:29][CH:28]=2)[C:21]([F:24])=[N:22][CH:23]=1. (6) Given the product [Br:15][C:16]1[CH:17]=[C:18]2[C:23](=[CH:24][CH:25]=1)[C:22](=[O:26])[N:21]([S:27]([C:30]1[CH:31]=[CH:32][CH:33]=[CH:34][CH:35]=1)(=[O:29])=[O:28])[CH:20]=[C:19]2[CH2:36][N:6]1[CH2:5][CH2:4][N:3]([C:8]([O:10][C:11]([CH3:13])([CH3:12])[CH3:14])=[O:9])[C@@H:2]([CH3:1])[CH2:7]1, predict the reactants needed to synthesize it. The reactants are: [CH3:1][C@H:2]1[CH2:7][NH:6][CH2:5][CH2:4][N:3]1[C:8]([O:10][C:11]([CH3:14])([CH3:13])[CH3:12])=[O:9].[Br:15][C:16]1[CH:17]=[C:18]2[C:23](=[CH:24][CH:25]=1)[C:22](=[O:26])[N:21]([S:27]([C:30]1[CH:35]=[CH:34][CH:33]=[CH:32][CH:31]=1)(=[O:29])=[O:28])[CH:20]=[C:19]2[CH2:36]Br.